Dataset: Peptide-MHC class I binding affinity with 185,985 pairs from IEDB/IMGT. Task: Regression. Given a peptide amino acid sequence and an MHC pseudo amino acid sequence, predict their binding affinity value. This is MHC class I binding data. (1) The peptide sequence is ASLPTTIAK. The MHC is HLA-B58:01 with pseudo-sequence HLA-B58:01. The binding affinity (normalized) is 0.0847. (2) The peptide sequence is DAMENPLSL. The MHC is HLA-C03:03 with pseudo-sequence HLA-C03:03. The binding affinity (normalized) is 0.405. (3) The MHC is HLA-A26:01 with pseudo-sequence HLA-A26:01. The binding affinity (normalized) is 0. The peptide sequence is HPEIVIYQY. (4) The peptide sequence is GTILIKVEYK. The MHC is HLA-A68:01 with pseudo-sequence HLA-A68:01. The binding affinity (normalized) is 0.663.